This data is from NCI-60 drug combinations with 297,098 pairs across 59 cell lines. The task is: Regression. Given two drug SMILES strings and cell line genomic features, predict the synergy score measuring deviation from expected non-interaction effect. (1) Drug 1: CN(C)N=NC1=C(NC=N1)C(=O)N. Drug 2: B(C(CC(C)C)NC(=O)C(CC1=CC=CC=C1)NC(=O)C2=NC=CN=C2)(O)O. Cell line: HOP-62. Synergy scores: CSS=-0.822, Synergy_ZIP=2.69, Synergy_Bliss=3.52, Synergy_Loewe=0.536, Synergy_HSA=-0.746. (2) Drug 1: C1=CC=C(C=C1)NC(=O)CCCCCCC(=O)NO. Drug 2: CC1=C(C(=CC=C1)Cl)NC(=O)C2=CN=C(S2)NC3=CC(=NC(=N3)C)N4CCN(CC4)CCO. Cell line: NCIH23. Synergy scores: CSS=55.7, Synergy_ZIP=-2.14, Synergy_Bliss=-1.41, Synergy_Loewe=-0.581, Synergy_HSA=1.60. (3) Drug 1: CNC(=O)C1=NC=CC(=C1)OC2=CC=C(C=C2)NC(=O)NC3=CC(=C(C=C3)Cl)C(F)(F)F. Drug 2: CCCCC(=O)OCC(=O)C1(CC(C2=C(C1)C(=C3C(=C2O)C(=O)C4=C(C3=O)C=CC=C4OC)O)OC5CC(C(C(O5)C)O)NC(=O)C(F)(F)F)O. Cell line: OVCAR-8. Synergy scores: CSS=20.3, Synergy_ZIP=-13.5, Synergy_Bliss=-19.4, Synergy_Loewe=-35.9, Synergy_HSA=-18.4. (4) Synergy scores: CSS=2.14, Synergy_ZIP=-1.70, Synergy_Bliss=-2.82, Synergy_Loewe=-1.18, Synergy_HSA=-2.07. Drug 2: CC(C)CN1C=NC2=C1C3=CC=CC=C3N=C2N. Cell line: UACC62. Drug 1: C1=CC=C(C(=C1)C(C2=CC=C(C=C2)Cl)C(Cl)Cl)Cl. (5) Drug 1: CC1=C(C=C(C=C1)NC(=O)C2=CC=C(C=C2)CN3CCN(CC3)C)NC4=NC=CC(=N4)C5=CN=CC=C5. Drug 2: CCC1=C2CN3C(=CC4=C(C3=O)COC(=O)C4(CC)O)C2=NC5=C1C=C(C=C5)O. Cell line: IGROV1. Synergy scores: CSS=13.9, Synergy_ZIP=-4.04, Synergy_Bliss=-0.733, Synergy_Loewe=-33.7, Synergy_HSA=-0.419. (6) Drug 1: C1=NC2=C(N=C(N=C2N1C3C(C(C(O3)CO)O)F)Cl)N. Drug 2: CC12CCC3C(C1CCC2O)C(CC4=C3C=CC(=C4)O)CCCCCCCCCS(=O)CCCC(C(F)(F)F)(F)F. Cell line: OVCAR-8. Synergy scores: CSS=-1.10, Synergy_ZIP=6.02, Synergy_Bliss=13.9, Synergy_Loewe=0.904, Synergy_HSA=1.04. (7) Drug 1: CN1C(=O)N2C=NC(=C2N=N1)C(=O)N. Drug 2: CC1=C2C(C(=O)C3(C(CC4C(C3C(C(C2(C)C)(CC1OC(=O)C(C(C5=CC=CC=C5)NC(=O)C6=CC=CC=C6)O)O)OC(=O)C7=CC=CC=C7)(CO4)OC(=O)C)O)C)OC(=O)C. Cell line: 786-0. Synergy scores: CSS=1.37, Synergy_ZIP=-0.531, Synergy_Bliss=0.281, Synergy_Loewe=-6.10, Synergy_HSA=-1.99.